Dataset: Full USPTO retrosynthesis dataset with 1.9M reactions from patents (1976-2016). Task: Predict the reactants needed to synthesize the given product. (1) Given the product [NH2:4][CH2:5][CH:6]([F:23])[CH2:7][C:8]1[C:17]2[C:12](=[CH:13][C:14]([Cl:18])=[CH:15][CH:16]=2)[C:11]2=[N:19][NH:20][C:21](=[O:22])[N:10]2[CH:9]=1, predict the reactants needed to synthesize it. The reactants are: C([NH:4][CH2:5][CH:6]([F:23])[CH2:7][C:8]1[C:17]2[C:12](=[CH:13][C:14]([Cl:18])=[CH:15][CH:16]=2)[C:11]2=[N:19][NH:20][C:21](=[O:22])[N:10]2[CH:9]=1)C=C.CC1C2C(=CC=CC=2)C(C)=C2C=1C=CC1C2=CC=CC=1. (2) Given the product [CH3:1][O:2][C:3]1[CH:4]=[C:5]([CH2:11][CH2:12][C:13]2[N:14]=[C:15]3[CH:21]=[CH:20][N:19]([S:22]([C:25]4[CH:30]=[CH:29][CH:28]=[CH:27][CH:26]=4)(=[O:24])=[O:23])[C:16]3=[N:17][CH:18]=2)[CH:6]=[C:7]([O:9][CH3:10])[CH:8]=1, predict the reactants needed to synthesize it. The reactants are: [CH3:1][O:2][C:3]1[CH:4]=[C:5](/[CH:11]=[CH:12]/[C:13]2[N:14]=[C:15]3[CH:21]=[CH:20][N:19]([S:22]([C:25]4[CH:30]=[CH:29][CH:28]=[CH:27][CH:26]=4)(=[O:24])=[O:23])[C:16]3=[N:17][CH:18]=2)[CH:6]=[C:7]([O:9][CH3:10])[CH:8]=1.CO. (3) Given the product [CH3:5][O:6][C:7]1[CH:8]=[CH:9][C:10]2[N:15]=[CH:14][C:13](=[O:16])[N:12]([CH2:17][CH2:18][CH2:19][NH:22][C@H:23]3[CH2:27][N:26]([C:28]4[CH:29]=[CH:30][C:31]5[O:32][CH2:33][C:34](=[O:38])[NH:35][C:36]=5[N:37]=4)[C:25](=[O:39])[CH2:24]3)[C:11]=2[N:21]=1, predict the reactants needed to synthesize it. The reactants are: C(O)(=O)C.[CH3:5][O:6][C:7]1[CH:8]=[CH:9][C:10]2[N:15]=[CH:14][C:13](=[O:16])[N:12]([CH2:17][CH2:18][CH:19]=O)[C:11]=2[N:21]=1.[NH2:22][C@H:23]1[CH2:27][N:26]([C:28]2[CH:29]=[CH:30][C:31]3[O:32][CH2:33][C:34](=[O:38])[NH:35][C:36]=3[N:37]=2)[C:25](=[O:39])[CH2:24]1.C(OC(=O)N[C@@H]1CC(=O)NC1)(C)(C)C.C(O[BH-](OC(=O)C)OC(=O)C)(=O)C.[Na+].C(=O)([O-])O.[Na+]. (4) Given the product [Cl:15][C:16]1[N:17]=[C:18]([Cl:23])[C:19]([O:14][C:8]2[C:7]([Cl:6])=[CH:12][CH:11]=[CH:10][C:9]=2[Cl:13])=[CH:20][N:21]=1, predict the reactants needed to synthesize it. The reactants are: [OH-].[K+].C(O)C.[Cl:6][C:7]1[CH:12]=[CH:11][CH:10]=[C:9]([Cl:13])[C:8]=1[OH:14].[Cl:15][C:16]1[N:21]=[C:20](Cl)[CH:19]=[C:18]([Cl:23])[N:17]=1. (5) Given the product [O:13]=[C:9]1[NH:10][CH2:11][CH2:12][N:8]1[C:5]1[CH:4]=[CH:3][C:2]([N:1]=[C:23]2[C:15]3=[N:14][CH:19]=[CH:18][N:17]=[C:16]3[C:20](=[O:21])[O:22]2)=[CH:7][CH:6]=1, predict the reactants needed to synthesize it. The reactants are: [NH2:1][C:2]1[CH:7]=[CH:6][C:5]([N:8]2[CH2:12][CH2:11][NH:10][C:9]2=[O:13])=[CH:4][CH:3]=1.[N:14]1[CH:19]=[CH:18][N:17]=[C:16]2[C:20]([O:22][C:23](=O)[C:15]=12)=[O:21]. (6) Given the product [CH3:21][O:20][C:16]1[CH:15]=[C:14]([C:7]2[CH:8]=[C:9]3[C:4](=[CH:5][CH:6]=2)[N:3]=[C:2]([C:26]2[CH:27]=[N:22][CH:23]=[N:24][CH:25]=2)[N:11]=[C:10]3[NH:12][CH3:13])[CH:19]=[CH:18][CH:17]=1, predict the reactants needed to synthesize it. The reactants are: Cl[C:2]1[N:11]=[C:10]([NH:12][CH3:13])[C:9]2[C:4](=[CH:5][CH:6]=[C:7]([C:14]3[CH:19]=[CH:18][CH:17]=[C:16]([O:20][CH3:21])[CH:15]=3)[CH:8]=2)[N:3]=1.[N:22]1[CH:27]=[C:26](B(O)O)[CH:25]=[N:24][CH:23]=1.C(=O)([O-])[O-].[K+].[K+].O.